From a dataset of Reaction yield outcomes from USPTO patents with 853,638 reactions. Predict the reaction yield, written as a fraction of the theoretical maximum amount of product (1.0 means a 100% yield; for example, 0.34 means a 34% yield). The reactants are [NH2:1][C:2]1[N:10]=[C:9]2[C:5]([N:6]=[CH:7][N:8]2[C@H:11]2[C@H:16]3[C@H:17]([O:18]CC4C=CC=CC=4)[C@:13]([CH2:26][OH:27])([CH2:14][O:15]3)[O:12]2)=[C:4]([N:28]=[N+]=[N-])[N:3]=1. The catalyst is CO.[OH-].[OH-].[Pd+2]. The product is [NH2:1][C:2]1[N:10]=[C:9]2[C:5]([N:6]=[CH:7][N:8]2[C@H:11]2[C@H:16]3[C@H:17]([OH:18])[C@:13]([CH2:26][OH:27])([CH2:14][O:15]3)[O:12]2)=[C:4]([NH2:28])[N:3]=1. The yield is 0.940.